From a dataset of Forward reaction prediction with 1.9M reactions from USPTO patents (1976-2016). Predict the product of the given reaction. Given the reactants [CH3:1][C:2]1[CH:3]=[C:4](N)[CH:5]=[N:6][C:7]=1[C:8]1[CH:13]=[CH:12][C:11]([C:14]([F:17])([F:16])[F:15])=[CH:10][CH:9]=1.[N+]([O-])([O-])=[O:20].[Na+].F[P-](F)(F)(F)(F)F.[H+], predict the reaction product. The product is: [CH3:1][C:2]1[CH:3]=[C:4]([OH:20])[CH:5]=[N:6][C:7]=1[C:8]1[CH:13]=[CH:12][C:11]([C:14]([F:17])([F:16])[F:15])=[CH:10][CH:9]=1.